This data is from Catalyst prediction with 721,799 reactions and 888 catalyst types from USPTO. The task is: Predict which catalyst facilitates the given reaction. Reactant: [CH2:1]([N:3]([CH3:5])[CH3:4])[CH3:2].[Cl:6][CH2:7][CH2:8][O:9][CH3:10]. Product: [Cl-:6].[CH2:1]([N+:3]([CH2:7][CH2:8][O:9][CH3:10])([CH3:5])[CH3:4])[CH3:2]. The catalyst class is: 881.